This data is from Catalyst prediction with 721,799 reactions and 888 catalyst types from USPTO. The task is: Predict which catalyst facilitates the given reaction. (1) Reactant: [CH3:1][O:2][C:3]1[CH:4]=[C:5]2[C:10](=[CH:11][C:12]=1[O:13][CH3:14])[N:9]=[CH:8][CH:7]=[C:6]2[O:15][C:16]1[CH:22]=[CH:21][C:19]([NH2:20])=[C:18]([C:23]([F:26])([F:25])[F:24])[CH:17]=1.C(N(CC)CC)C.ClC(Cl)(O[C:38](=[O:44])OC(Cl)(Cl)Cl)Cl.Cl.[NH2:47][C:48]1[S:49][C:50]([CH3:54])=[C:51]([CH3:53])[N:52]=1. Product: [CH3:1][O:2][C:3]1[CH:4]=[C:5]2[C:10](=[CH:11][C:12]=1[O:13][CH3:14])[N:9]=[CH:8][CH:7]=[C:6]2[O:15][C:16]1[CH:22]=[CH:21][C:19]([NH:20][C:38]([NH:47][C:48]2[S:49][C:50]([CH3:54])=[C:51]([CH3:53])[N:52]=2)=[O:44])=[C:18]([C:23]([F:25])([F:26])[F:24])[CH:17]=1. The catalyst class is: 146. (2) Reactant: [Br:1][C:2]1[CH:7]=[CH:6][C:5]([OH:8])=[C:4]([N+:9]([O-])=O)[CH:3]=1.[Sn](Cl)Cl.C([O-])(O)=O.[Na+]. Product: [NH2:9][C:4]1[CH:3]=[C:2]([Br:1])[CH:7]=[CH:6][C:5]=1[OH:8]. The catalyst class is: 8. (3) Reactant: [CH3:1][NH2:2].[Cl:3][C:4]1[CH:9]=[C:8]([Cl:10])[CH:7]=[CH:6][C:5]=1[C:11]1[N:12]=[C:13]([CH2:25][C:26]2[CH:31]=[CH:30][C:29]([C:32]3[CH:37]=[CH:36][C:35]([O:38][C:39]4[CH:44]=[CH:43][CH:42]=[C:41]([C:45]([F:48])([F:47])[F:46])[CH:40]=4)=[CH:34][CH:33]=3)=[CH:28][CH:27]=2)[N:14]([C:16]2[CH:24]=[CH:23][C:19]([C:20](O)=[O:21])=[CH:18][CH:17]=2)[CH:15]=1. Product: [Cl:3][C:4]1[CH:9]=[C:8]([Cl:10])[CH:7]=[CH:6][C:5]=1[C:11]1[N:12]=[C:13]([CH2:25][C:26]2[CH:31]=[CH:30][C:29]([C:32]3[CH:33]=[CH:34][C:35]([O:38][C:39]4[CH:44]=[CH:43][CH:42]=[C:41]([C:45]([F:46])([F:48])[F:47])[CH:40]=4)=[CH:36][CH:37]=3)=[CH:28][CH:27]=2)[N:14]([C:16]2[CH:24]=[CH:23][C:19]([C:20]([NH:2][CH3:1])=[O:21])=[CH:18][CH:17]=2)[CH:15]=1. The catalyst class is: 5. (4) Reactant: [CH3:1][C:2]1[N:3]=[C:4]2[C:13]3[NH:12][C@H:11]([C:14]4[CH:19]=[CH:18][CH:17]=[CH:16][CH:15]=4)[C@@H:10]([OH:20])[C:9](=[O:21])[C:8]=3[CH:7]=[CH:6][N:5]2[C:22]=1[CH3:23].[CH3:24][Li].[Cl-].[NH4+]. Product: [CH3:1][C:2]1[N:3]=[C:4]2[C:13]3[NH:12][C@H:11]([C:14]4[CH:19]=[CH:18][CH:17]=[CH:16][CH:15]=4)[C@@H:10]([OH:20])[C@:9]([CH3:24])([OH:21])[C:8]=3[CH:7]=[CH:6][N:5]2[C:22]=1[CH3:23]. The catalyst class is: 7.